Predict the reaction yield, written as a fraction of the theoretical maximum amount of product (1.0 means a 100% yield; for example, 0.34 means a 34% yield). From a dataset of Reaction yield outcomes from USPTO patents with 853,638 reactions. (1) The reactants are C([Si](C)(C)[O:6][CH2:7][C@@H:8]1[C@@H:13]([O:14][CH2:15][C:16]2[CH:21]=[CH:20][CH:19]=[CH:18][CH:17]=2)[C@H:12]([O:22][CH2:23][C:24]2[CH:29]=[CH:28][CH:27]=[CH:26][CH:25]=2)[C@@H:11]([O:30][CH2:31][C:32]2[CH:37]=[CH:36][CH:35]=[CH:34][CH:33]=2)[C:10]([C:40]2[CH:45]=[CH:44][C:43]([CH:46]3[CH2:48][CH2:47]3)=[C:42]([CH2:49][C:50]3[CH:59]=[CH:58][C:53]4[O:54][CH2:55][CH2:56][O:57][C:52]=4[CH:51]=3)[CH:41]=2)([O:38][CH3:39])[O:9]1)(C)(C)C.C(Cl)(C)=O. The catalyst is CO. The product is [CH2:15]([O:14][C@H:13]1[C@H:12]([O:22][CH2:23][C:24]2[CH:29]=[CH:28][CH:27]=[CH:26][CH:25]=2)[C@@H:11]([O:30][CH2:31][C:32]2[CH:33]=[CH:34][CH:35]=[CH:36][CH:37]=2)[C:10]([C:40]2[CH:45]=[CH:44][C:43]([CH:46]3[CH2:48][CH2:47]3)=[C:42]([CH2:49][C:50]3[CH:59]=[CH:58][C:53]4[O:54][CH2:55][CH2:56][O:57][C:52]=4[CH:51]=3)[CH:41]=2)([O:38][CH3:39])[O:9][C@@H:8]1[CH2:7][OH:6])[C:16]1[CH:17]=[CH:18][CH:19]=[CH:20][CH:21]=1. The yield is 1.00. (2) The reactants are [N:1]1[N:2]=[C:3]([NH2:6])[NH:4][CH:5]=1.[C:7]([C:9]1[CH:14]=[CH:13][CH:12]=[CH:11][C:10]=1[C:15]1[CH:20]=[CH:19][C:18]([CH2:21][CH:22]([C:28](=O)[CH2:29][CH2:30][CH3:31])[C:23](OCC)=[O:24])=[CH:17][CH:16]=1)#[N:8]. The catalyst is ClC1C=CC(Cl)=CC=1Cl. The product is [O:24]=[C:23]1[C:22]([CH2:21][C:18]2[CH:19]=[CH:20][C:15]([C:10]3[C:9]([C:7]#[N:8])=[CH:14][CH:13]=[CH:12][CH:11]=3)=[CH:16][CH:17]=2)=[C:28]([CH2:29][CH2:30][CH3:31])[N:2]2[N:1]=[CH:5][N:4]=[C:3]2[NH:6]1. The yield is 0.380. (3) The reactants are [CH2:1]([N:3]([CH2:36][CH3:37])[CH2:4][CH2:5][CH2:6][NH:7][C:8]1[N:9]=[C:10]([C:27]2[CH:35]=[CH:34][C:30]([C:31](O)=[O:32])=[CH:29][CH:28]=2)[C:11]2[CH:17]=[CH:16][C:15](=[O:18])[N:14]([C:19]3[C:24]([F:25])=[CH:23][CH:22]=[CH:21][C:20]=3[F:26])[C:12]=2[N:13]=1)[CH3:2].CN(C(O[N:53]1N=[N:53][C:48]2[CH:49]=[CH:50][CH:50]=[CH:49][C:48]1=2)=[N+](C)C)C.F[P-](F)(F)(F)(F)F.C(N(CC)CC)C.C1(N)CC1. The catalyst is CN(C=O)C. The product is [CH:48]1([NH:53][C:31](=[O:32])[C:30]2[CH:34]=[CH:35][C:27]([C:10]3[C:11]4[CH:17]=[CH:16][C:15](=[O:18])[N:14]([C:19]5[C:20]([F:26])=[CH:21][CH:22]=[CH:23][C:24]=5[F:25])[C:12]=4[N:13]=[C:8]([NH:7][CH2:6][CH2:5][CH2:4][N:3]([CH2:36][CH3:37])[CH2:1][CH3:2])[N:9]=3)=[CH:28][CH:29]=2)[CH2:50][CH2:49]1. The yield is 0.590. (4) The reactants are [CH3:1][N:2]([CH3:17])[S:3]([C:6]1[C:11]([Cl:12])=[CH:10][CH:9]=[C:8]([N+:13]([O-])=O)[C:7]=1[OH:16])(=[O:5])=[O:4]. The catalyst is C(OCC)(=O)C.[Pd]. The product is [CH3:1][N:2]([CH3:17])[S:3]([C:6]1[C:11]([Cl:12])=[CH:10][CH:9]=[C:8]([NH2:13])[C:7]=1[OH:16])(=[O:5])=[O:4]. The yield is 0.970.